From a dataset of Forward reaction prediction with 1.9M reactions from USPTO patents (1976-2016). Predict the product of the given reaction. (1) The product is: [CH3:1][O:2][C:3]1[CH:4]=[C:5]([CH2:10][C@@H:11]2[C@:20]3([CH3:21])[C@H:15]([C:16]([CH3:22])([CH3:23])[CH2:17][CH2:18][CH2:19]3)[CH2:14][CH2:13][C@@H:12]2[CH:24]=[O:25])[CH:6]=[C:7]([CH3:9])[CH:8]=1. Given the reactants [CH3:1][O:2][C:3]1[CH:4]=[C:5]([CH2:10][C@@H:11]2[C@:20]3([CH3:21])[C@H:15]([C:16]([CH3:23])([CH3:22])[CH2:17][CH2:18][CH2:19]3)[CH2:14][CH2:13][C@@H:12]2[CH2:24][OH:25])[CH:6]=[C:7]([CH3:9])[CH:8]=1.C1C=C[NH+]=CC=1.[O-][Cr](Cl)(=O)=O, predict the reaction product. (2) Given the reactants [Br:1][C:2]1[CH:10]=[N:9][CH:8]=[CH:7][C:3]=1[C:4](O)=[O:5].C(Cl)(=O)C(Cl)=O.Cl.[CH3:18][NH:19][O:20][CH3:21].C(N(CC)CC)C, predict the reaction product. The product is: [Br:1][C:2]1[CH:10]=[N:9][CH:8]=[CH:7][C:3]=1[C:4]([N:19]([O:20][CH3:21])[CH3:18])=[O:5]. (3) Given the reactants [CH:1]1([N:4]([CH2:18][C:19]2[O:20][CH:21]=[C:22]([C:24]([N:26]3[CH2:31][CH2:30][NH:29][CH2:28][CH2:27]3)=[O:25])[N:23]=2)[S:5]([C:8]2[C:13]([CH3:14])=[CH:12][C:11]([O:15][CH3:16])=[CH:10][C:9]=2[CH3:17])(=[O:7])=[O:6])[CH2:3][CH2:2]1.[N:32]1([C:37]2[CH:38]=[C:39]([CH:42]=[CH:43][N:44]=2)[CH:40]=O)[CH2:36][CH2:35][CH2:34][CH2:33]1.CC(O)=O, predict the reaction product. The product is: [CH:1]1([N:4]([CH2:18][C:19]2[O:20][CH:21]=[C:22]([C:24]([N:26]3[CH2:31][CH2:30][N:29]([CH2:40][C:39]4[CH:42]=[CH:43][N:44]=[C:37]([N:32]5[CH2:36][CH2:35][CH2:34][CH2:33]5)[CH:38]=4)[CH2:28][CH2:27]3)=[O:25])[N:23]=2)[S:5]([C:8]2[C:9]([CH3:17])=[CH:10][C:11]([O:15][CH3:16])=[CH:12][C:13]=2[CH3:14])(=[O:6])=[O:7])[CH2:2][CH2:3]1. (4) Given the reactants [NH2:1][C:2]1[CH:11]=[CH:10][C:9]([C:12]([C:14]2[N:22]3[C:17]([C:18]([O:23]CC4C=CC=CC=4)=[CH:19][CH:20]=[CH:21]3)=[C:16]([O:31][CH3:32])[C:15]=2[CH3:33])=[O:13])=[CH:8][C:3]=1[C:4]([O:6][CH3:7])=[O:5].C([O-])=O.[NH4+], predict the reaction product. The product is: [NH2:1][C:2]1[CH:11]=[CH:10][C:9]([C:12]([C:14]2[N:22]3[C:17]([C:18]([OH:23])=[CH:19][CH:20]=[CH:21]3)=[C:16]([O:31][CH3:32])[C:15]=2[CH3:33])=[O:13])=[CH:8][C:3]=1[C:4]([O:6][CH3:7])=[O:5]. (5) Given the reactants [ClH:1].[OH:2][C@H:3]1[CH2:7][NH:6][C@H:5]([C:8]([NH:10][CH2:11][C:12]2[CH:17]=[CH:16][C:15]([C:18]3[S:22][CH:21]=[N:20][C:19]=3[CH3:23])=[CH:14][CH:13]=2)=[O:9])[CH2:4]1.C(OC([NH:31][C@@H:32]([C:36]([CH3:39])([CH3:38])[CH3:37])[C:33](O)=[O:34])=O)(C)(C)C.CCN(C(C)C)C(C)C.CN(C(ON1N=NC2C=CC=NC1=2)=[N+](C)C)C.F[P-](F)(F)(F)(F)F.O1CCOCC1, predict the reaction product. The product is: [ClH:1].[NH2:31][C@@H:32]([C:36]([CH3:39])([CH3:38])[CH3:37])[C:33]([N:6]1[CH2:7][C@H:3]([OH:2])[CH2:4][C@H:5]1[C:8]([NH:10][CH2:11][C:12]1[CH:13]=[CH:14][C:15]([C:18]2[S:22][CH:21]=[N:20][C:19]=2[CH3:23])=[CH:16][CH:17]=1)=[O:9])=[O:34]. (6) Given the reactants CC(C)([O-])C.[K+].[F:7][C:8]1[CH:9]=[C:10]([CH:13]=[CH:14][C:15]=1F)[C:11]#[N:12].[CH2:17]([OH:20])[CH2:18][OH:19], predict the reaction product. The product is: [F:7][C:8]1[CH:9]=[C:10]([CH:13]=[CH:14][C:15]=1[O:19][CH2:18][CH2:17][OH:20])[C:11]#[N:12]. (7) Given the reactants CO[C:3]([CH:5]1[CH2:9][CH2:8][N:7](CC2C=CC=CC=2)[CH2:6]1)=[O:4].Cl[C:18]([O:20][CH2:21][C:22]([Cl:25])([Cl:24])[Cl:23])=[O:19].ClC([O-])=O.[CH:30]([N:33](CC)[CH:34](C)[CH3:35])(C)[CH3:31], predict the reaction product. The product is: [Cl:23][C:22]([Cl:25])([Cl:24])[CH2:21][O:20][C:18]([N:7]1[CH2:8][CH2:9][CH:5]([C:3](=[O:4])[N:33]([CH2:34][CH3:35])[CH2:30][CH3:31])[CH2:6]1)=[O:19]. (8) Given the reactants [CH3:1][O:2][C:3]([C:5]1[CH:10]=[CH:9][C:8](Br)=[CH:7][N:6]=1)=[O:4].C[Si](C)(C)[C:14]1[CH:19]=[CH:18][CH:17]=[CH:16][N:15]=1.[F-].C([N+](CCCC)(CCCC)CCCC)CCC, predict the reaction product. The product is: [N:15]1[CH:16]=[CH:17][CH:18]=[CH:19][C:14]=1[C:8]1[CH:7]=[N:6][C:5]([C:3]([O:2][CH3:1])=[O:4])=[CH:10][CH:9]=1. (9) Given the reactants [CH3:1][N:2]1[CH:6]=[CH:5][N:4]=[C:3]1[CH:7]=O.[NH2:9][C:10]1[CH:18]=[C:17]([F:19])[CH:16]=[C:15]2[C:11]=1[CH2:12][O:13][C:14]2=[O:20].S([O-])([O-])(=O)=O.[Mg+2], predict the reaction product. The product is: [F:19][C:17]1[CH:16]=[C:15]2[C:11]([CH2:12][O:13][C:14]2=[O:20])=[C:10](/[N:9]=[CH:7]/[C:3]2[N:2]([CH3:1])[CH:6]=[CH:5][N:4]=2)[CH:18]=1. (10) Given the reactants [C:1]1([C:7]2[C:17]3[O:16][CH2:15][CH2:14][N:13](C(OC(C)(C)C)=O)[CH2:12][C:11]=3[CH:10]=[CH:9][CH:8]=2)[CH2:6][CH2:5][CH2:4][CH2:3][CH:2]=1.C(OCC)(=O)C.[ClH:31], predict the reaction product. The product is: [ClH:31].[C:1]1([C:7]2[C:17]3[O:16][CH2:15][CH2:14][NH:13][CH2:12][C:11]=3[CH:10]=[CH:9][CH:8]=2)[CH2:6][CH2:5][CH2:4][CH2:3][CH:2]=1.